From a dataset of Catalyst prediction with 721,799 reactions and 888 catalyst types from USPTO. Predict which catalyst facilitates the given reaction. (1) Reactant: [Cl:1][C:2]1[C:3]([CH2:12][N:13]2[CH:17]=[CH:16][C:15]([N+:18]([O-])=O)=[N:14]2)=[N:4][CH:5]=[C:6]([C:8]([F:11])([F:10])[F:9])[CH:7]=1.Cl[Sn]Cl. Product: [Cl:1][C:2]1[C:3]([CH2:12][N:13]2[CH:17]=[CH:16][C:15]([NH2:18])=[N:14]2)=[N:4][CH:5]=[C:6]([C:8]([F:11])([F:9])[F:10])[CH:7]=1. The catalyst class is: 8. (2) Reactant: [C:1]([N:20]1[CH:24]=[C:23]([CH2:25][OH:26])[CH:22]=[N:21]1)([C:14]1[CH:19]=[CH:18][CH:17]=[CH:16][CH:15]=1)([C:8]1[CH:13]=[CH:12][CH:11]=[CH:10][CH:9]=1)[C:2]1[CH:7]=[CH:6][CH:5]=[CH:4][CH:3]=1.[H-].[Na+].I[CH3:30]. Product: [C:1]([N:20]1[CH:24]=[C:23]([CH2:25][O:26][CH3:30])[CH:22]=[N:21]1)([C:8]1[CH:9]=[CH:10][CH:11]=[CH:12][CH:13]=1)([C:2]1[CH:7]=[CH:6][CH:5]=[CH:4][CH:3]=1)[C:14]1[CH:15]=[CH:16][CH:17]=[CH:18][CH:19]=1. The catalyst class is: 7. (3) Reactant: C(OC([C@@H:8]([C@@H:12]([C:22]1[CH:27]=[CH:26][C:25]([C:28]([F:31])([F:30])[F:29])=[CH:24][CH:23]=1)[CH2:13][O:14][Si:15]([C:18]([CH3:21])([CH3:20])[CH3:19])([CH3:17])[CH3:16])[C:9]([OH:11])=O)=O)(C)(C)C.CC[N:34]=C=NCCCN(C)C.C1C=CC2N(O)N=NC=2C=1.[CH:53]1[C:62]2[C:57](=[CH:58][C:59]([C:63]3[S:67][C:66]([NH2:68])=[N:65][N:64]=3)=[CH:60][CH:61]=2)[CH:56]=[CH:55][N:54]=1.[CH:69]1[C:78]2[C:73](=CC(C(O)=O)=C[CH:77]=2)C=CN=1.ClC1C=NC=C2SC([C:92]([OH:94])=[O:93])=CC=12. Product: [CH:53]1[C:62]2[C:57](=[CH:58][C:59]([C:63]3[S:67][C:66]([NH2:68])=[N:65][N:64]=3)=[CH:60][CH:61]=2)[CH:56]=[CH:55][N:54]=1.[Si:15]([O:14][CH2:13][C@@H:12]([C:22]1[CH:23]=[CH:24][C:25]([C:28]([F:30])([F:31])[F:29])=[CH:26][CH:27]=1)[C@H:8]([NH:34][C:92](=[O:93])[O:94][C:78]([CH3:77])([CH3:69])[CH3:73])[C:9]([NH:68][C:66]1[S:67][C:63]([C:59]2[CH:58]=[C:57]3[C:62](=[CH:61][CH:60]=2)[CH:53]=[N:54][CH:55]=[CH:56]3)=[N:64][N:65]=1)=[O:11])([C:18]([CH3:21])([CH3:19])[CH3:20])([CH3:16])[CH3:17]. The catalyst class is: 3. (4) Reactant: [Cl:1][C:2]1[CH:3]=[C:4]([CH:10]=CC2C=CC=CC=2)[C:5](=[O:9])[N:6]([CH3:8])[N:7]=1.CC1C=CC=C(C)N=1.I([O-])(=O)(=O)=[O:27].[Na+]. Product: [Cl:1][C:2]1[CH:3]=[C:4]([CH:10]=[O:27])[C:5](=[O:9])[N:6]([CH3:8])[N:7]=1. The catalyst class is: 785. (5) The catalyst class is: 1. Product: [Cl:11][C:8]1[CH:9]=[CH:10][C:5]([CH2:4][OH:3])=[CH:6][C:7]=1[O:12][CH2:13][CH3:14]. Reactant: C([O:3][C:4](=O)[C:5]1[CH:10]=[CH:9][C:8]([Cl:11])=[C:7]([O:12][CH2:13][CH3:14])[CH:6]=1)C.[H-].C([Al+]CC(C)C)C(C)C. (6) Reactant: [CH2:1]([N:4]([CH2:21][CH2:22][CH3:23])[C:5]([C:7]1[CH:8]=[C:9]([CH:13]=[C:14]([C:16]2[S:17][CH:18]=[CH:19][N:20]=2)[CH:15]=1)[C:10]([OH:12])=O)=[O:6])[CH2:2][CH3:3].Cl.Cl.[NH2:26][C@@H:27]([CH2:41][C:42]1[CH:47]=[C:46]([F:48])[CH:45]=[C:44]([F:49])[CH:43]=1)[C@H:28]([OH:40])[CH2:29][NH:30][CH2:31][C:32]1[CH:37]=[CH:36][CH:35]=[C:34]([CH2:38][CH3:39])[CH:33]=1.C1C=CC2N(O)N=NC=2C=1.CN1CCOCC1.C(Cl)CCl. Product: [F:48][C:46]1[CH:47]=[C:42]([CH:43]=[C:44]([F:49])[CH:45]=1)[CH2:41][C@H:27]([NH:26][C:10](=[O:12])[C:9]1[CH:13]=[C:14]([C:16]2[S:17][CH:18]=[CH:19][N:20]=2)[CH:15]=[C:7]([C:5]([N:4]([CH2:21][CH2:22][CH3:23])[CH2:1][CH2:2][CH3:3])=[O:6])[CH:8]=1)[C@H:28]([OH:40])[CH2:29][NH:30][CH2:31][C:32]1[CH:37]=[CH:36][CH:35]=[C:34]([CH2:38][CH3:39])[CH:33]=1. The catalyst class is: 35.